This data is from Reaction yield outcomes from USPTO patents with 853,638 reactions. The task is: Predict the reaction yield, written as a fraction of the theoretical maximum amount of product (1.0 means a 100% yield; for example, 0.34 means a 34% yield). The reactants are [Br:1][C:2]1[CH:7]=[C:6]([F:8])[CH:5]=[C:4]([N+]([O-])=O)[C:3]=1[CH:12]=[C:13]([N:15]1CCCC1)C.O.NN. The catalyst is CO.C1COCC1.[Ni]. The product is [Br:1][C:2]1[CH:7]=[C:6]([F:8])[CH:5]=[C:4]2[C:3]=1[CH:12]=[CH:13][NH:15]2. The yield is 0.370.